Task: Predict the reactants needed to synthesize the given product.. Dataset: Full USPTO retrosynthesis dataset with 1.9M reactions from patents (1976-2016) Given the product [O:5]=[C:6]1[CH2:13][CH2:12][CH:11]([O:14][C:15]2[CH:22]=[CH:21][C:18]([C:19]#[N:20])=[CH:17][N:16]=2)[CH2:10][CH2:9]1, predict the reactants needed to synthesize it. The reactants are: Cl.CC1(C)CO[C:6]2([CH2:13][CH2:12][CH:11]([O:14][C:15]3[CH:22]=[CH:21][C:18]([C:19]#[N:20])=[CH:17][N:16]=3)[CH2:10][CH2:9]2)[O:5]C1.